From a dataset of NCI-60 drug combinations with 297,098 pairs across 59 cell lines. Regression. Given two drug SMILES strings and cell line genomic features, predict the synergy score measuring deviation from expected non-interaction effect. Drug 1: CC(C)NC(=O)C1=CC=C(C=C1)CNNC.Cl. Drug 2: C(CCl)NC(=O)N(CCCl)N=O. Cell line: SK-MEL-5. Synergy scores: CSS=-5.78, Synergy_ZIP=-2.27, Synergy_Bliss=-9.07, Synergy_Loewe=-17.7, Synergy_HSA=-14.8.